Task: Predict the reaction yield, written as a fraction of the theoretical maximum amount of product (1.0 means a 100% yield; for example, 0.34 means a 34% yield).. Dataset: Reaction yield outcomes from USPTO patents with 853,638 reactions (1) The reactants are [Cl:1][C:2]1[C:3]([Cl:12])=[C:4](Cl)[C:5]2[N:6]([CH:8]=[CH:9][N:10]=2)[N:7]=1.[CH2:13]([O:15][C:16]1[CH:22]=[CH:21][C:19]([NH2:20])=[CH:18][CH:17]=1)[CH3:14].C(N(CC)CC)C. The catalyst is CCO. The product is [Cl:1][C:2]1[C:3]([Cl:12])=[C:4]([NH:20][C:19]2[CH:21]=[CH:22][C:16]([O:15][CH2:13][CH3:14])=[CH:17][CH:18]=2)[C:5]2[N:6]([CH:8]=[CH:9][N:10]=2)[N:7]=1. The yield is 0.860. (2) The reactants are [CH3:1][N:2]1[CH:6]=[C:5]([CH2:7][C:8]2[C:9](=[O:15])[NH:10][C:11](=[S:14])[NH:12][CH:13]=2)[CH:4]=[N:3]1.I[CH2:17][CH2:18][C:19]1[CH:24]=[CH:23][C:22]([O:25][C:26]2[CH:31]=[CH:30][C:29]([Cl:32])=[C:28]([C:33]([F:36])([F:35])[F:34])[CH:27]=2)=[CH:21][CH:20]=1.CCN(C(C)C)C(C)C. The catalyst is C(Cl)(Cl)Cl. The product is [Cl:32][C:29]1[CH:30]=[CH:31][C:26]([O:25][C:22]2[CH:23]=[CH:24][C:19]([CH2:18][CH2:17][S:14][C:11]3[NH:12][CH:13]=[C:8]([CH2:7][C:5]4[CH:4]=[N:3][N:2]([CH3:1])[CH:6]=4)[C:9](=[O:15])[N:10]=3)=[CH:20][CH:21]=2)=[CH:27][C:28]=1[C:33]([F:34])([F:35])[F:36]. The yield is 0.219. (3) The reactants are [C:1]12([C:11](Cl)=[O:12])[CH2:10][CH:5]3[CH2:6][CH:7]([CH2:9][CH:3]([CH2:4]3)[CH2:2]1)[CH2:8]2.N1C=CC=CC=1.O[NH:21][C:22](=[NH:29])[CH2:23][C:24]1[S:25][CH:26]=[CH:27][CH:28]=1. The catalyst is C1(C)C=CC=CC=1. The product is [C:1]12([C:11]3[O:12][N:29]=[C:22]([CH2:23][C:24]4[S:25][CH:26]=[CH:27][CH:28]=4)[N:21]=3)[CH2:10][CH:5]3[CH2:6][CH:7]([CH2:9][CH:3]([CH2:4]3)[CH2:2]1)[CH2:8]2. The yield is 0.160.